From a dataset of Peptide-MHC class I binding affinity with 185,985 pairs from IEDB/IMGT. Regression. Given a peptide amino acid sequence and an MHC pseudo amino acid sequence, predict their binding affinity value. This is MHC class I binding data. The peptide sequence is GYRRCRASGV. The MHC is Patr-A0701 with pseudo-sequence Patr-A0701. The binding affinity (normalized) is 0.0569.